From a dataset of Full USPTO retrosynthesis dataset with 1.9M reactions from patents (1976-2016). Predict the reactants needed to synthesize the given product. (1) Given the product [Br:2][P:1]([Br:4])[C:8]1[CH:9]=[C:10]([CH3:13])[CH:11]=[CH:12][C:7]=1[N:6]([CH3:14])[CH3:5], predict the reactants needed to synthesize it. The reactants are: [P:1]([Br:4])(Br)[Br:2].[CH3:5][N:6]([CH3:14])[C:7]1[CH:12]=[CH:11][C:10]([CH3:13])=[CH:9][CH:8]=1. (2) Given the product [CH2:9]1[C:10]2[C:15](=[CH:14][CH:13]=[CH:12][CH:11]=2)[CH2:16][NH:17][NH:8]1, predict the reactants needed to synthesize it. The reactants are: C(OC([N:8]1[N:17](C(OC(C)(C)C)=O)[CH2:16][C:15]2[C:10](=[CH:11][CH:12]=[CH:13][CH:14]=2)[CH2:9]1)=O)(C)(C)C.O=S(Cl)Cl. (3) Given the product [Cl:1][C:2]1[C:3]([O:18][CH2:19][CH2:20][CH2:21][O:22][CH3:23])=[CH:4][C:5]2[CH2:6][CH:7]([C:12]([CH3:17])([CH3:16])[CH2:13][O:14][CH3:15])[N:8]3[CH:9]([CH2:35][C:34](=[O:36])[C:28]([C:29]([O:31][CH2:32][CH3:33])=[O:30])=[CH:27]3)[C:10]=2[CH:11]=1, predict the reactants needed to synthesize it. The reactants are: [Cl:1][C:2]1[CH:11]=[C:10]2[C:5]([CH2:6][CH:7]([C:12]([CH3:17])([CH3:16])[CH2:13][O:14][CH3:15])[N:8]=[CH:9]2)=[CH:4][C:3]=1[O:18][CH2:19][CH2:20][CH2:21][O:22][CH3:23].C(O[CH:27]=[C:28]([C:34](=[O:36])[CH3:35])[C:29]([O:31][CH2:32][CH3:33])=[O:30])C.